This data is from Peptide-MHC class I binding affinity with 185,985 pairs from IEDB/IMGT. The task is: Regression. Given a peptide amino acid sequence and an MHC pseudo amino acid sequence, predict their binding affinity value. This is MHC class I binding data. The peptide sequence is HTPITMLSDQV. The MHC is Mamu-A01 with pseudo-sequence Mamu-A01. The binding affinity (normalized) is 0.386.